Dataset: Peptide-MHC class I binding affinity with 185,985 pairs from IEDB/IMGT. Task: Regression. Given a peptide amino acid sequence and an MHC pseudo amino acid sequence, predict their binding affinity value. This is MHC class I binding data. (1) The peptide sequence is GPAFVRTKL. The MHC is HLA-B35:01 with pseudo-sequence HLA-B35:01. The binding affinity (normalized) is 0.0847. (2) The peptide sequence is YMKPGSSPL. The MHC is HLA-C05:01 with pseudo-sequence HLA-C05:01. The binding affinity (normalized) is 0.0847. (3) The peptide sequence is KVFDKSLLY. The MHC is HLA-A26:03 with pseudo-sequence HLA-A26:03. The binding affinity (normalized) is 0.0847. (4) The binding affinity (normalized) is 0.0923. The peptide sequence is ALVEICTEM. The MHC is HLA-A24:02 with pseudo-sequence HLA-A24:02. (5) The peptide sequence is RVTTELNIV. The MHC is HLA-A31:01 with pseudo-sequence HLA-A31:01. The binding affinity (normalized) is 0.254.